From a dataset of Peptide-MHC class I binding affinity with 185,985 pairs from IEDB/IMGT. Regression. Given a peptide amino acid sequence and an MHC pseudo amino acid sequence, predict their binding affinity value. This is MHC class I binding data. (1) The peptide sequence is AINQVRSL. The MHC is H-2-Db with pseudo-sequence H-2-Db. The binding affinity (normalized) is 0. (2) The binding affinity (normalized) is 0.289. The MHC is HLA-A02:02 with pseudo-sequence HLA-A02:02. The peptide sequence is STSNPLGFFP. (3) The peptide sequence is DFDNLIGVR. The MHC is HLA-A68:01 with pseudo-sequence HLA-A68:01. The binding affinity (normalized) is 0.143. (4) The peptide sequence is AIQIQMFEA. The MHC is HLA-A31:01 with pseudo-sequence HLA-A31:01. The binding affinity (normalized) is 0.0847.